Dataset: Catalyst prediction with 721,799 reactions and 888 catalyst types from USPTO. Task: Predict which catalyst facilitates the given reaction. Reactant: Cl.[C:2]([C:4]1([C:10]2[CH:15]=[CH:14][CH:13]=[CH:12][CH:11]=2)[CH2:9][CH2:8][NH:7][CH2:6][CH2:5]1)#[N:3].C(N(CC)CC)C.[C:23](O[C:23]([O:25][C:26]([CH3:29])([CH3:28])[CH3:27])=[O:24])([O:25][C:26]([CH3:29])([CH3:28])[CH3:27])=[O:24]. Product: [C:2]([C:4]1([C:10]2[CH:15]=[CH:14][CH:13]=[CH:12][CH:11]=2)[CH2:5][CH2:6][N:7]([C:23]([O:25][C:26]([CH3:29])([CH3:28])[CH3:27])=[O:24])[CH2:8][CH2:9]1)#[N:3]. The catalyst class is: 7.